Dataset: Reaction yield outcomes from USPTO patents with 853,638 reactions. Task: Predict the reaction yield, written as a fraction of the theoretical maximum amount of product (1.0 means a 100% yield; for example, 0.34 means a 34% yield). (1) The reactants are C[O:2][C:3](=[O:31])[C:4]1[CH:9]=[CH:8][CH:7]=[CH:6][C:5]=1[CH2:10][N:11]1[CH:16]([C:17]2[C:22]([CH3:23])=[CH:21][CH:20]=[CH:19][N:18]=2)[CH2:15][CH2:14][CH2:13][CH:12]1[C:24]1[C:29]([CH3:30])=[CH:28][CH:27]=[CH:26][N:25]=1.O.[OH-].[Na+:34]. The catalyst is CO. The product is [Na+:34].[CH3:30][C:29]1[C:24]([CH:12]2[CH2:13][CH2:14][CH2:15][CH:16]([C:17]3[C:22]([CH3:23])=[CH:21][CH:20]=[CH:19][N:18]=3)[N:11]2[CH2:10][C:5]2[CH:6]=[CH:7][CH:8]=[CH:9][C:4]=2[C:3]([O-:31])=[O:2])=[N:25][CH:26]=[CH:27][CH:28]=1. The yield is 0.970. (2) The reactants are [CH3:1][C:2]([C:13]1[CH:18]=[CH:17][C:16]([N+:19]([O-])=O)=[CH:15][CH:14]=1)([CH3:12])[CH2:3][NH:4][C:5](=[O:11])[O:6][C:7]([CH3:10])([CH3:9])[CH3:8].C([O-])=O.[NH4+]. The catalyst is CCO.[Pd]. The product is [CH3:12][C:2]([C:13]1[CH:18]=[CH:17][C:16]([NH2:19])=[CH:15][CH:14]=1)([CH3:1])[CH2:3][NH:4][C:5](=[O:11])[O:6][C:7]([CH3:8])([CH3:9])[CH3:10]. The yield is 0.830. (3) The reactants are C[O:2][C:3]([C:5]1[CH:6]=[C:7]([F:36])[CH:8]=[C:9]2[C:14]=1[NH:13][CH:12]([C:15]1[CH:20]=[CH:19][CH:18]=[C:17]([N:21]3[CH2:26][CH2:25][N:24]([C:27]4[CH:32]=[CH:31][C:30]([CH3:33])=[CH:29][CH:28]=4)[CH2:23][CH2:22]3)[CH:16]=1)[CH2:11][C:10]2([CH3:35])[CH3:34])=[O:4].Cl. The catalyst is CO.O1CCCC1.[OH-].[Na+].O. The product is [F:36][C:7]1[CH:8]=[C:9]2[C:14](=[C:5]([C:3]([OH:4])=[O:2])[CH:6]=1)[NH:13][CH:12]([C:15]1[CH:20]=[CH:19][CH:18]=[C:17]([N:21]3[CH2:26][CH2:25][N:24]([C:27]4[CH:28]=[CH:29][C:30]([CH3:33])=[CH:31][CH:32]=4)[CH2:23][CH2:22]3)[CH:16]=1)[CH2:11][C:10]2([CH3:35])[CH3:34]. The yield is 0.900. (4) The reactants are Cl[C:2]1[N:7]=[CH:6][N:5]=[C:4]([NH:8][C:9]2[CH:14]=[CH:13][CH:12]=[C:11]([NH2:15])[N:10]=2)[CH:3]=1.[NH2:16][C:17]1[CH:22]=[CH:21][CH:20]=[CH:19][CH:18]=1. The catalyst is CCCCO.CO. The product is [NH2:15][C:11]1[N:10]=[C:9]([NH:8][C:4]2[CH:3]=[C:2]([NH:16][C:17]3[CH:22]=[CH:21][CH:20]=[CH:19][CH:18]=3)[N:7]=[CH:6][N:5]=2)[CH:14]=[CH:13][CH:12]=1. The yield is 0.830. (5) The reactants are C[Al](C)C.[F:5][C:6]([F:16])([F:15])[O:7][C:8]1[CH:9]=[C:10]([CH:12]=[CH:13][CH:14]=1)[NH2:11].[Br:17][C:18]1[CH:19]=[C:20]([C:26]2[N:30]=[C:29]([C:31](OCC)=[O:32])[O:28][N:27]=2)[CH:21]=[C:22]([Br:25])[C:23]=1[OH:24].O. The catalyst is CCCCCC.C1(C)C=CC=CC=1. The product is [Br:25][C:22]1[CH:21]=[C:20]([C:26]2[N:30]=[C:29]([C:31]([NH:11][C:10]3[CH:12]=[CH:13][CH:14]=[C:8]([O:7][C:6]([F:15])([F:16])[F:5])[CH:9]=3)=[O:32])[O:28][N:27]=2)[CH:19]=[C:18]([Br:17])[C:23]=1[OH:24]. The yield is 0.310. (6) The reactants are [OH:1][C:2]1[CH:3]=[C:4]2[C:9](=[CH:10][CH:11]=1)[N:8]=[C:7]([C:12]1[CH:20]=[CH:19][C:15]([C:16](O)=[O:17])=[CH:14][CH:13]=1)[CH:6]=[CH:5]2.CCN=C=NCCCN(C)C.[C:32]([NH:39][NH2:40])([O:34][C:35]([CH3:38])([CH3:37])[CH3:36])=[O:33].CCOC(C)=O. The catalyst is C(Cl)Cl.CN(C=O)C. The product is [OH:1][C:2]1[CH:3]=[C:4]2[C:9](=[CH:10][CH:11]=1)[N:8]=[C:7]([C:12]1[CH:20]=[CH:19][C:15]([C:16]([NH:40][NH:39][C:32]([O:34][C:35]([CH3:38])([CH3:37])[CH3:36])=[O:33])=[O:17])=[CH:14][CH:13]=1)[CH:6]=[CH:5]2. The yield is 0.700. (7) The reactants are C[O-].[Na+].[F:4][C:5]([F:16])([F:15])[C:6](=O)[CH:7]=[CH:8][NH:9][CH:10]=[CH:11][C:12]#[N:13].O.CCCCCC.C(OCC)(=O)C. The catalyst is CO. The product is [C:12]([C:11]1[CH:10]=[N:9][CH:8]=[CH:7][C:6]=1[C:5]([F:16])([F:15])[F:4])#[N:13]. The yield is 0.472. (8) The product is [F:1][C:2]1[CH:7]=[CH:6][C:5]([O:11][C:12]2[CH:21]=[CH:20][C:15]([C:16]([OH:18])=[O:17])=[CH:14][CH:13]=2)=[CH:4][CH:3]=1. The catalyst is C([O-])(=O)C.[Cu+2].C([O-])(=O)C.C(Cl)Cl. The yield is 0.900. The reactants are [F:1][C:2]1[CH:7]=[CH:6][C:5](B(O)O)=[CH:4][CH:3]=1.[OH:11][C:12]1[CH:21]=[CH:20][C:15]([C:16]([O:18]C)=[O:17])=[CH:14][CH:13]=1. (9) The reactants are [C:1]([CH2:3][CH2:4][N:5]1[CH:9]=[CH:8][N:7]=[C:6]1[CH3:10])#N.BrCCC[CH2:15][CH2:16][CH2:17][C:18]#[N:19]. The catalyst is C(#N)C. The product is [CH3:10][C:6]1[N:5]([CH2:4][CH2:3][CH2:1][CH2:15][CH2:16][CH2:17][C:18]#[N:19])[CH:9]=[CH:8][N:7]=1. The yield is 1.00. (10) The reactants are Br[C:2]1[CH:7]=[CH:6][CH:5]=[C:4]([N+:8]([O-:10])=[O:9])[C:3]=1[NH:11][C:12](=[O:14])[CH3:13].C([Sn](CCCC)(CCCC)[C:20]1[CH:25]=[CH:24][CH:23]=[CH:22][N:21]=1)CCC.C(=O)(O)[O-].[Na+]. The catalyst is C1(C)C=CC=CC=1.C1C=CC([P]([Pd]([P](C2C=CC=CC=2)(C2C=CC=CC=2)C2C=CC=CC=2)([P](C2C=CC=CC=2)(C2C=CC=CC=2)C2C=CC=CC=2)[P](C2C=CC=CC=2)(C2C=CC=CC=2)C2C=CC=CC=2)(C2C=CC=CC=2)C2C=CC=CC=2)=CC=1. The product is [N+:8]([C:4]1[CH:5]=[CH:6][CH:7]=[C:2]([C:20]2[CH:25]=[CH:24][CH:23]=[CH:22][N:21]=2)[C:3]=1[NH:11][C:12](=[O:14])[CH3:13])([O-:10])=[O:9]. The yield is 0.920.